This data is from CYP2C9 inhibition data for predicting drug metabolism from PubChem BioAssay. The task is: Regression/Classification. Given a drug SMILES string, predict its absorption, distribution, metabolism, or excretion properties. Task type varies by dataset: regression for continuous measurements (e.g., permeability, clearance, half-life) or binary classification for categorical outcomes (e.g., BBB penetration, CYP inhibition). Dataset: cyp2c9_veith. (1) The drug is Clc1cccc2c1CN(C1=NCCN1)C2. The result is 0 (non-inhibitor). (2) The drug is CN(C)C(=O)COn1c(SCC(=O)N(C)C)nc2ccccc2c1=O. The result is 0 (non-inhibitor). (3) The compound is O=C(O)[C@@H]1[C@@H]2C[C@H]([C@@H](Br)[C@H]2N2C(=O)CCC2=O)[C@@H]1C(=O)O. The result is 0 (non-inhibitor).